Dataset: Full USPTO retrosynthesis dataset with 1.9M reactions from patents (1976-2016). Task: Predict the reactants needed to synthesize the given product. (1) Given the product [CH2:1]([N:3]1[C:11]2[CH2:10][CH2:9][N:8]([CH:38]([C:39]3[CH:44]=[CH:43][CH:42]=[CH:41][CH:40]=3)[C:36]([NH:35][CH3:34])=[O:37])[CH:7]([CH2:12][CH2:13][C:14]3[CH:19]=[CH:18][C:17]([C:20]([F:23])([F:21])[F:22])=[CH:16][CH:15]=3)[C:6]=2[C:5]([CH3:24])=[N:4]1)[CH3:2], predict the reactants needed to synthesize it. The reactants are: [CH2:1]([N:3]1[C:11]2[CH2:10][CH2:9][NH:8][CH:7]([CH2:12][CH2:13][C:14]3[CH:19]=[CH:18][C:17]([C:20]([F:23])([F:22])[F:21])=[CH:16][CH:15]=3)[C:6]=2[C:5]([CH3:24])=[N:4]1)[CH3:2].CCN(C(C)C)C(C)C.[CH3:34][NH:35][C:36]([CH:38](OS(C1C=CC(C)=CC=1)(=O)=O)[C:39]1[CH:44]=[CH:43][CH:42]=[CH:41][CH:40]=1)=[O:37]. (2) Given the product [CH3:8][C:4]1[CH:3]=[C:2]([NH:1][C:17](=[O:18])[C:9](=[O:16])[C:10]2[CH:15]=[CH:14][CH:13]=[CH:12][CH:11]=2)[CH:7]=[CH:6][N:5]=1, predict the reactants needed to synthesize it. The reactants are: [NH2:1][C:2]1[CH:7]=[CH:6][N:5]=[C:4]([CH3:8])[CH:3]=1.[C:9]([C:17](Cl)=[O:18])(=[O:16])[C:10]1[CH:15]=[CH:14][CH:13]=[CH:12][CH:11]=1. (3) Given the product [OH:1][C@@H:45]1[CH2:46][C@@:30]2([CH3:31])[C@@H:32]([CH2:33][CH2:34][C@@H:29]2[OH:28])[C@H:35]2[C@H:44]1[C@@H:43]1[C:38]([CH2:37][C@H:36]2[CH3:48])=[CH:39][C:40](=[O:47])[CH2:41][CH2:42]1, predict the reactants needed to synthesize it. The reactants are: [O:1]=C[C@@H]([C@H]([C@@H]([C@@H](CO)O)O)O)O.OP([O-])(O)=O.[K+].OP([O-])([O-])=O.[K+].[K+].[Cl-].[K+].[OH:28][C@H:29]1[CH2:34][CH2:33][C@H:32]2[C@H:35]3[C@H:44]([CH2:45][CH2:46][C@:30]12[CH3:31])[C@@H:43]1[C:38](=[CH:39][C:40](=[O:47])[CH2:41][CH2:42]1)[CH2:37][C@H:36]3[CH3:48]. (4) Given the product [C:5]1([C:3]2[N:18]=[C:16]([C:15]3[CH:19]=[CH:20][C:12]([OH:11])=[CH:13][CH:14]=3)[S:17][CH:2]=2)[CH:10]=[CH:9][CH:8]=[CH:7][CH:6]=1, predict the reactants needed to synthesize it. The reactants are: Br[CH2:2][C:3]([C:5]1[CH:10]=[CH:9][CH:8]=[CH:7][CH:6]=1)=O.[OH:11][C:12]1[CH:20]=[CH:19][C:15]([C:16]([NH2:18])=[S:17])=[CH:14][CH:13]=1. (5) Given the product [Br:34][C:20]1[N:17]2[CH2:18][CH2:19][N:14]([C:12]([C:3]3[CH:4]=[CH:5][C:8]([F:10])=[CH:7][C:2]=3[Cl:1])=[O:35])[CH2:15][C:16]2=[N:22][C:21]=1[C:23]([F:25])([F:26])[F:24], predict the reactants needed to synthesize it. The reactants are: [Cl:1][C:2]1[C:7]([C:8](F)([F:10])F)=C[CH:5]=[CH:4][C:3]=1[C:12]([N:14]1[CH2:19][CH2:18][N:17]2[CH:20]=[C:21]([C:23]([F:26])([F:25])[F:24])[N:22]=[C:16]2[CH2:15]1)=O.C1C(=O)N([Br:34])C(=O)C1.[OH2:35].S([O-])([O-])=O.[Na+].[Na+]. (6) Given the product [Si:9]([O:26][CH2:27][C@@H:28]([N:31]1[C@H:36]([C:37]2[CH:38]=[CH:39][C:40]([Cl:43])=[CH:41][CH:42]=2)[C@@H:35]([C:44]2[CH:49]=[CH:48][CH:47]=[C:46]([Cl:50])[CH:45]=2)[CH2:34][C@@:33]([CH:52]2[CH2:4][CH:53]2[C:54]([O:56][CH3:57])=[O:55])([CH3:51])[C:32]1=[O:58])[CH2:29][CH3:30])([C:22]([CH3:25])([CH3:24])[CH3:23])([C:16]1[CH:21]=[CH:20][CH:19]=[CH:18][CH:17]=1)[C:10]1[CH:11]=[CH:12][CH:13]=[CH:14][CH:15]=1, predict the reactants needed to synthesize it. The reactants are: [H-].[Na+].[I-].[CH3:4][S+](C)(C)=O.[Si:9]([O:26][CH2:27][C@@H:28]([N:31]1[C@H:36]([C:37]2[CH:42]=[CH:41][C:40]([Cl:43])=[CH:39][CH:38]=2)[C@@H:35]([C:44]2[CH:49]=[CH:48][CH:47]=[C:46]([Cl:50])[CH:45]=2)[CH2:34][C@@:33](/[CH:52]=[CH:53]/[C:54]([O:56][CH3:57])=[O:55])([CH3:51])[C:32]1=[O:58])[CH2:29][CH3:30])([C:22]([CH3:25])([CH3:24])[CH3:23])([C:16]1[CH:21]=[CH:20][CH:19]=[CH:18][CH:17]=1)[C:10]1[CH:15]=[CH:14][CH:13]=[CH:12][CH:11]=1.[S].[I-]. (7) Given the product [Cl:1][C:2]1[CH:11]=[CH:10][C:9]2[C:4](=[CH:5][CH:6]=[CH:7][CH:8]=2)[C:3]=1[C:12]1[CH:17]=[CH:16][C:15]([CH3:20])=[CH:14][N+:13]=1[O-:30], predict the reactants needed to synthesize it. The reactants are: [Cl:1][C:2]1[CH:11]=[CH:10][C:9]2[C:4](=[CH:5][CH:6]=[CH:7][CH:8]=2)[C:3]=1[C:12]1[C:17](C)=[CH:16][CH:15]=[CH:14][N:13]=1.Cl[C:20]1C=CC=C(C(OO)=O)C=1.[OH-:30].[Na+].